Dataset: Forward reaction prediction with 1.9M reactions from USPTO patents (1976-2016). Task: Predict the product of the given reaction. (1) The product is: [ClH:9].[C:11]([N:14]1[C:18]2[CH:19]=[CH:20][C:21]([Cl:23])=[CH:22][C:17]=2[S:16][CH:15]1[C:24]1[CH:29]=[C:28]([O:30][CH3:31])[CH:27]=[CH:26][C:25]=1[O:32][CH2:33][CH2:34][CH2:35][N:36]([CH:37]([CH3:39])[CH3:38])[CH2:40][CH:1]([C:49]([OH:51])=[O:50])[C:2]1[CH:7]=[CH:6][CH:5]=[CH:4][CH:3]=1)(=[O:13])[CH3:12]. Given the reactants [C:1]([Cl:9])(=O)[C:2]1[CH:7]=[CH:6][CH:5]=[CH:4][CH:3]=1.Cl.[C:11]([N:14]1[C:18]2[CH:19]=[CH:20][C:21]([Cl:23])=[CH:22][C:17]=2[S:16][CH:15]1[C:24]1[CH:29]=[C:28]([O:30][CH3:31])[CH:27]=[CH:26][C:25]=1[O:32][CH2:33][CH2:34][CH2:35][N:36]([CH2:40]CO)[CH:37]([CH3:39])[CH3:38])(=[O:13])[CH3:12].N1C=CC=CC=1.[C:49](=O)([O-:51])[OH:50].[Na+], predict the reaction product. (2) Given the reactants [NH:1]([C:5]1[CH:11]=[CH:10][C:8]([OH:9])=[CH:7][CH:6]=1)[C:2]([CH3:4])=[O:3].C([O-])([O-])=O.[K+].[K+].[I-].[Na+].Br[CH2:21][CH2:22][CH2:23][CH2:24][CH2:25][C:26]([O:28][CH3:29])=[O:27], predict the reaction product. The product is: [CH3:29][O:28][C:26](=[O:27])[CH2:25][CH2:24][CH2:23][CH2:22][CH2:21][O:9][C:8]1[CH:10]=[CH:11][C:5]([NH:1][C:2](=[O:3])[CH3:4])=[CH:6][CH:7]=1. (3) Given the reactants [Br:1][C:2]1[CH:7]=[CH:6][CH:5]=[C:4]([OH:8])[N:3]=1.S([O-])([O-])(=O)=O.[Na+].[Na+].[F:16][C:17]([F:25])(S(F)(=O)=O)C(O)=O.C([O-])(O)=O.[Na+], predict the reaction product. The product is: [Br:1][C:2]1[CH:7]=[CH:6][CH:5]=[C:4]([O:8][CH:17]([F:25])[F:16])[N:3]=1.